This data is from CYP2C19 inhibition data for predicting drug metabolism from PubChem BioAssay. The task is: Regression/Classification. Given a drug SMILES string, predict its absorption, distribution, metabolism, or excretion properties. Task type varies by dataset: regression for continuous measurements (e.g., permeability, clearance, half-life) or binary classification for categorical outcomes (e.g., BBB penetration, CYP inhibition). Dataset: cyp2c19_veith. (1) The result is 0 (non-inhibitor). The molecule is N#C/C(=C\c1ccc(O)c(O)c1)C(=O)c1ccc(O)c(O)c1. (2) The drug is CC1(C)CC(=O)C2=C(C1)N(Cc1ccccc1)C(=O)C2(O)C(F)(F)F. The result is 1 (inhibitor). (3) The compound is COc1ccc(CNc2ncncc2-c2ccc(N(C)C)cc2)c(OC)c1. The result is 1 (inhibitor). (4) The result is 0 (non-inhibitor). The compound is COc1ccc(-n2c(=O)c(-c3cn(C)c4ccccc34)nc3cnc(N4CCNCC4)nc32)cc1. (5) The drug is COc1cccc2cc(C(=O)CC3(O)C(=O)N(Cc4ccccc4)c4ccccc43)c(=O)oc12. The result is 1 (inhibitor). (6) The compound is CCCC(=O)Nc1ccc(OC[C@@H](O)CNC(C)C)c(C(C)=O)c1. The result is 0 (non-inhibitor). (7) The result is 0 (non-inhibitor). The drug is O=C(c1ccco1)N1CCC2(CC1)CCN(c1ccccc1)CC2.